Dataset: Forward reaction prediction with 1.9M reactions from USPTO patents (1976-2016). Task: Predict the product of the given reaction. (1) Given the reactants [ClH:1].CC([N:6]([C@H:10]1[CH2:15][CH2:14][C@@H:13]([C:16]([NH2:18])=[O:17])[CH2:12][CH2:11]1)C(=O)[O-])(C)C, predict the reaction product. The product is: [ClH:1].[NH2:6][C@@H:10]1[CH2:15][CH2:14][C@H:13]([C:16]([NH2:18])=[O:17])[CH2:12][CH2:11]1. (2) Given the reactants [CH3:1][C:2]1[CH:7]=[C:6](B2OC(C)(C)C(C)(C)O2)[CH:5]=[C:4]([CH3:17])[C:3]=1[C:18]1[C:22](=[O:23])[CH2:21][CH:20]([CH2:24][CH2:25][NH:26][C:27]([C:29]2[CH:34]=[CH:33][CH:32]=[CH:31][N:30]=2)=[O:28])[C:19]=1[O:35]C.C(N(CC)CC)C.C(N(CC([O-])=O)CC([O-])=O)CN(CC([O-])=O)CC([O-])=O.[Na+].[Na+].[Na+].[Na+].C(OCC)(=O)C.[F:74][C:75]([F:79])([F:78])[CH2:76][OH:77], predict the reaction product. The product is: [CH3:17][C:4]1[CH:5]=[C:6]([O:77][CH2:76][C:75]([F:79])([F:78])[F:74])[CH:7]=[C:2]([CH3:1])[C:3]=1[CH:18]1[C:22](=[O:23])[CH2:21][CH:20]([CH2:24][CH2:25][NH:26][C:27]([C:29]2[CH:34]=[CH:33][CH:32]=[CH:31][N:30]=2)=[O:28])[C:19]1=[O:35]. (3) Given the reactants [NH:1]1[C:6](=O)[CH2:5][O:4][C:3]2[N:8]=[CH:9][CH:10]=[CH:11][C:2]1=2.[H-].[Al+3].[Li+].[H-].[H-].[H-].O.[OH-].[Na+], predict the reaction product. The product is: [NH:1]1[CH2:6][CH2:5][O:4][C:3]2[N:8]=[CH:9][CH:10]=[CH:11][C:2]1=2. (4) Given the reactants [F:1][C:2]1[CH:10]=[CH:9][C:8]([F:11])=[CH:7][C:3]=1[C:4]([OH:6])=O.[C:12](Cl)(=[O:16])[C:13](Cl)=O.CN([CH:21]=[O:22])C.C([N:26]([CH2:30]C)C(C)C)(C)C.[N:32]1C=CC=CC=1, predict the reaction product. The product is: [F:1][C:2]1[CH:10]=[CH:9][C:8]([F:11])=[CH:7][C:3]=1[C:4]1[O:6][N:26]=[C:30]([C:21]([O:16][CH2:12][CH3:13])=[O:22])[N:32]=1.